Dataset: Retrosynthesis with 50K atom-mapped reactions and 10 reaction types from USPTO. Task: Predict the reactants needed to synthesize the given product. (1) The reactants are: C[C@H]1CN(C(=O)COc2ccc(Cl)cc2CNS(=O)(=O)CCN2C(=O)c3ccccc3C2=O)[C@H](C)CN1Cc1ccc(F)cc1. Given the product C[C@H]1CN(C(=O)COc2ccc(Cl)cc2CNS(=O)(=O)CCN)[C@H](C)CN1Cc1ccc(F)cc1, predict the reactants needed to synthesize it. (2) Given the product COC(=O)c1c(O)cccc1F, predict the reactants needed to synthesize it. The reactants are: CO.O=C(O)c1c(O)cccc1F. (3) Given the product COC(=O)c1nc(-c2ccc(I)c(F)c2C)cc(N)c1Cl, predict the reactants needed to synthesize it. The reactants are: COC(=O)c1nc(-c2ccc(I)c(F)c2C)cc(NC(C)=O)c1Cl. (4) Given the product COc1cc(OC)cc(-c2c(-c3ccccn3)nnc(C)c2-c2ccccc2)c1, predict the reactants needed to synthesize it. The reactants are: COc1cc(OC)cc(-c2c(Cl)nnc(C)c2-c2ccccc2)c1.C[Sn](C)(C)c1ccccn1. (5) Given the product O=C(/C=C/c1c(F)cccc1Sc1ccc(Cl)cc1)NCCCCO, predict the reactants needed to synthesize it. The reactants are: NCCCCO.O=C(O)/C=C/c1c(F)cccc1Sc1ccc(Cl)cc1. (6) The reactants are: COc1ccc(C(N)=O)cc1C(=O)O.Nc1ccccc1Cl. Given the product COc1ccc(C(N)=O)cc1C(=O)Nc1ccccc1Cl, predict the reactants needed to synthesize it. (7) Given the product COC(=O)c1c(Cl)n(Cc2ccccc2)c2c(=O)n(CC(=O)c3cccc(OC)c3)cnc12, predict the reactants needed to synthesize it. The reactants are: BrCc1ccccc1.COC(=O)c1c(Cl)[nH]c2c(=O)n(CC(=O)c3cccc(OC)c3)cnc12. (8) Given the product Cc1ccc(NC(=O)c2ccnc(N3CCOCC3)c2)cc1NC(=O)c1cccc(N2CCN(C)CC2)c1[N+](=O)[O-], predict the reactants needed to synthesize it. The reactants are: CN1CCNCC1.Cc1ccc(NC(=O)c2ccnc(N3CCOCC3)c2)cc1NC(=O)c1cccc(Cl)c1[N+](=O)[O-]. (9) Given the product CCCCn1c(=O)c(NC(=O)Nc2c(C(C)C)cccc2C(C)C)c(-c2cccc(OCCc3ccccn3)c2)c2cccnc21, predict the reactants needed to synthesize it. The reactants are: CCCCn1c(=O)c(NC(=O)Nc2c(C(C)C)cccc2C(C)C)c(-c2cccc(O)c2)c2cccnc21.OCCc1ccccn1.